From a dataset of Forward reaction prediction with 1.9M reactions from USPTO patents (1976-2016). Predict the product of the given reaction. (1) Given the reactants [CH:1]1([C:7]2([CH3:14])[C:11](=[O:12])[NH:10][N:9]=[C:8]2[CH3:13])[CH2:6][CH2:5][CH2:4][CH2:3][CH2:2]1.Cl[CH2:16][C:17]([C:19]1[S:20][CH:21]=[CH:22][CH:23]=1)=[O:18], predict the reaction product. The product is: [CH:1]1([C:7]2([CH3:14])[C:11](=[O:12])[N:10]([CH2:16][C:17](=[O:18])[C:19]3[S:20][CH:21]=[CH:22][CH:23]=3)[N:9]=[C:8]2[CH3:13])[CH2:2][CH2:3][CH2:4][CH2:5][CH2:6]1. (2) Given the reactants [CH2:1]([O:3][C:4]([C:6]1[C:14]2[C:9](=[CH:10][CH:11]=[C:12]([OH:15])[CH:13]=2)[N:8]([C:16]2[CH:21]=[CH:20][C:19]([CH:22]([CH3:24])[CH3:23])=[CH:18][CH:17]=2)[C:7]=1[CH2:25][C:26]([O:28][CH2:29][CH3:30])=[O:27])=[O:5])[CH3:2].[CH:31]([O:34][C:35]1[CH:40]=[CH:39][C:38](B(O)O)=[CH:37][CH:36]=1)([CH3:33])[CH3:32], predict the reaction product. The product is: [CH2:1]([O:3][C:4]([C:6]1[C:14]2[C:9](=[CH:10][CH:11]=[C:12]([O:15][C:38]3[CH:39]=[CH:40][C:35]([O:34][CH:31]([CH3:33])[CH3:32])=[CH:36][CH:37]=3)[CH:13]=2)[N:8]([C:16]2[CH:17]=[CH:18][C:19]([CH:22]([CH3:24])[CH3:23])=[CH:20][CH:21]=2)[C:7]=1[CH2:25][C:26]([O:28][CH2:29][CH3:30])=[O:27])=[O:5])[CH3:2]. (3) Given the reactants FC1C=C(C=CC=1)CSC1OC(C2C=CN=C(N)C=2)=NN=1.C(N(CC)CC)C.C(Cl)(=O)C=C.[C:34]([N:38]([C:43]1[CH:48]=[C:47]([C:49]2[O:50][C:51]([S:54][CH2:55][C:56]3[CH:61]=[CH:60][CH:59]=[C:58]([F:62])[CH:57]=3)=[N:52][N:53]=2)[CH:46]=[CH:45][N:44]=1)C(=O)C=C)(=[O:37])[CH:35]=[CH2:36], predict the reaction product. The product is: [F:62][C:58]1[CH:57]=[C:56]([CH:61]=[CH:60][CH:59]=1)[CH2:55][S:54][C:51]1[O:50][C:49]([C:47]2[CH:46]=[CH:45][N:44]=[C:43]([NH:38][C:34](=[O:37])[CH:35]=[CH2:36])[CH:48]=2)=[N:53][N:52]=1. (4) The product is: [OH:16][CH:14]([CH3:15])[CH2:13][NH:1][C@H:2]([C:6]([OH:8])=[O:7])[CH:3]([CH3:5])[CH3:4]. Given the reactants [NH2:1][C@H:2]([C:6]([OH:8])=[O:7])[CH:3]([CH3:5])[CH3:4].S(Cl)(Cl)=O.[CH2:13]1[O:16][CH:14]1[CH3:15], predict the reaction product. (5) Given the reactants [CH3:1][C:2]([C:4]1[CH:9]=[CH:8][C:7]([F:10])=[C:6]([N+:11]([O-])=O)[CH:5]=1)=[O:3].[F:14][C:15]([Si](C)(C)C)([F:17])[F:16], predict the reaction product. The product is: [NH2:11][C:6]1[CH:5]=[C:4]([C:2]([OH:3])([CH3:1])[C:15]([F:17])([F:16])[F:14])[CH:9]=[CH:8][C:7]=1[F:10]. (6) Given the reactants Br[C:2]1[CH:7]=[CH:6][C:5]([Br:8])=[CH:4][CH:3]=1.C([Li])CCC.[CH3:14][C:15]([S:18]([N:20]=[C:21]1[CH2:24][O:23][CH2:22]1)=[O:19])([CH3:17])[CH3:16].[Cl-].[NH4+], predict the reaction product. The product is: [Br:8][C:5]1[CH:6]=[CH:7][C:2]([C:21]2([NH:20][S:18]([C:15]([CH3:17])([CH3:16])[CH3:14])=[O:19])[CH2:24][O:23][CH2:22]2)=[CH:3][CH:4]=1. (7) Given the reactants [NH2:1][C:2]1[CH:20]=[CH:19][C:5]([O:6][C:7]2[CH:12]=[CH:11][N:10]=[C:9]([NH:13][C:14]([CH:16]3[CH2:18][CH2:17]3)=[O:15])[CH:8]=2)=[CH:4][CH:3]=1.[O:21]([C:28]([NH:30][C:31]1[CH:32]=[C:33]([CH:47]=[C:48]([C:50]([F:53])([F:52])[F:51])[CH:49]=1)[O:34][CH2:35][CH:36]1[CH2:39][N:38]([C:40]([O:42][C:43]([CH3:46])([CH3:45])[CH3:44])=[O:41])[CH2:37]1)=O)C1C=CC=CC=1.CCN(C(C)C)C(C)C, predict the reaction product. The product is: [CH:16]1([C:14]([NH:13][C:9]2[CH:8]=[C:7]([O:6][C:5]3[CH:19]=[CH:20][C:2]([NH:1][C:28]([NH:30][C:31]4[CH:32]=[C:33]([CH:47]=[C:48]([C:50]([F:53])([F:52])[F:51])[CH:49]=4)[O:34][CH2:35][CH:36]4[CH2:37][N:38]([C:40]([O:42][C:43]([CH3:46])([CH3:45])[CH3:44])=[O:41])[CH2:39]4)=[O:21])=[CH:3][CH:4]=3)[CH:12]=[CH:11][N:10]=2)=[O:15])[CH2:17][CH2:18]1.